Dataset: Forward reaction prediction with 1.9M reactions from USPTO patents (1976-2016). Task: Predict the product of the given reaction. Given the reactants [CH3:1][C:2]1[C:7]([CH3:8])=[CH:6][CH:5]=[CH:4][C:3]=1[CH:9]1[CH2:14][NH:13][CH2:12][CH:11]([NH:15][C:16](=[O:23])[C:17]2[CH:22]=[CH:21][CH:20]=[CH:19][CH:18]=2)[CH2:10]1.[N:24]1([C:30](Cl)=[O:31])[CH2:29][CH2:28][O:27][CH2:26][CH2:25]1.C(N(CC)CC)C.O, predict the reaction product. The product is: [CH3:1][C:2]1[C:7]([CH3:8])=[CH:6][CH:5]=[CH:4][C:3]=1[CH:9]1[CH2:14][N:13]([C:30]([N:24]2[CH2:29][CH2:28][O:27][CH2:26][CH2:25]2)=[O:31])[CH2:12][CH:11]([NH:15][C:16]([C:17]2[CH:22]=[CH:21][CH:20]=[CH:19][CH:18]=2)=[O:23])[CH2:10]1.